Dataset: Peptide-MHC class I binding affinity with 185,985 pairs from IEDB/IMGT. Task: Regression. Given a peptide amino acid sequence and an MHC pseudo amino acid sequence, predict their binding affinity value. This is MHC class I binding data. The peptide sequence is ATAQMALQL. The MHC is HLA-A68:02 with pseudo-sequence HLA-A68:02. The binding affinity (normalized) is 0.176.